Dataset: Full USPTO retrosynthesis dataset with 1.9M reactions from patents (1976-2016). Task: Predict the reactants needed to synthesize the given product. (1) Given the product [C:1]([O:5][C:6]([N:8]1[CH2:13][CH2:12][CH:11]([CH2:14][NH:15][S:16]([C:19]2[C:24]([Cl:25])=[CH:23][CH:22]=[C:21]([N+:26]([O-:28])=[O:27])[C:20]=2[OH:32])(=[O:18])=[O:17])[CH2:10][CH2:9]1)=[O:7])([CH3:4])([CH3:3])[CH3:2], predict the reactants needed to synthesize it. The reactants are: [C:1]([O:5][C:6]([N:8]1[CH2:13][CH2:12][CH:11]([CH2:14][NH:15][S:16]([C:19]2[C:24]([Cl:25])=[CH:23][CH:22]=[C:21]([N+:26]([O-:28])=[O:27])[C:20]=2Cl)(=[O:18])=[O:17])[CH2:10][CH2:9]1)=[O:7])([CH3:4])([CH3:3])[CH3:2].[H-].[Na+].[OH2:32]. (2) The reactants are: CC1(C)C(C)(C)OB([C:9]2[CH:13]=[CH:12][O:11][CH:10]=2)O1.Br[C:16]1[CH:17]=[C:18]([NH:22][C:23](=[O:40])[CH2:24][O:25][CH2:26][C:27]([NH:29][C:30]2[CH:38]=[CH:37][C:36]([Cl:39])=[CH:35][C:31]=2[C:32]([OH:34])=[O:33])=[O:28])[CH:19]=[CH:20][CH:21]=1. Given the product [Cl:39][C:36]1[CH:37]=[CH:38][C:30]([NH:29][C:27](=[O:28])[CH2:26][O:25][CH2:24][C:23]([NH:22][C:18]2[CH:19]=[CH:20][CH:21]=[C:16]([C:9]3[CH:13]=[CH:12][O:11][CH:10]=3)[CH:17]=2)=[O:40])=[C:31]([CH:35]=1)[C:32]([OH:34])=[O:33], predict the reactants needed to synthesize it. (3) Given the product [CH3:36][O:37][C:38](=[O:56])[C@@H:39]([NH:48][C:49]([O:51][C:52]([CH3:54])([CH3:53])[CH3:55])=[O:50])[CH2:40][C:41]1[CH:46]=[CH:45][C:44]([NH:47][C:4](=[O:5])[C:3]2[C:7]([Cl:22])=[CH:8][C:9]([O:11][Si:12]([CH:19]([CH3:20])[CH3:21])([CH:16]([CH3:17])[CH3:18])[CH:13]([CH3:14])[CH3:15])=[CH:10][C:2]=2[Cl:1])=[CH:43][CH:42]=1, predict the reactants needed to synthesize it. The reactants are: [Cl:1][C:2]1[CH:10]=[C:9]([O:11][Si:12]([CH:19]([CH3:21])[CH3:20])([CH:16]([CH3:18])[CH3:17])[CH:13]([CH3:15])[CH3:14])[CH:8]=[C:7]([Cl:22])[C:3]=1[C:4](O)=[O:5].S(Cl)(Cl)=O.CCN(C(C)C)C(C)C.[CH3:36][O:37][C:38](=[O:56])[C@@H:39]([NH:48][C:49]([O:51][C:52]([CH3:55])([CH3:54])[CH3:53])=[O:50])[CH2:40][C:41]1[CH:46]=[CH:45][C:44]([NH2:47])=[CH:43][CH:42]=1. (4) Given the product [N:22]1[C:21]([NH2:24])=[CH:20][CH:19]=[C:18]([C:5]2[CH:4]=[N:3][C:2]([NH2:1])=[CH:7][CH:6]=2)[CH:23]=1, predict the reactants needed to synthesize it. The reactants are: [NH2:1][C:2]1[CH:7]=[CH:6][C:5](B2OC(C)(C)C(C)(C)O2)=[CH:4][N:3]=1.Br[C:18]1[CH:19]=[CH:20][C:21]([NH2:24])=[N:22][CH:23]=1.C(=O)([O-])[O-].[Na+].[Na+]. (5) Given the product [Br:19][CH2:2][C:1]([C:4]1[C:5](=[O:18])[O:6][C:7]2[C:12]([CH:13]=1)=[CH:11][CH:10]=[C:9]([O:14][CH2:15][CH2:16][OH:17])[CH:8]=2)=[O:3], predict the reactants needed to synthesize it. The reactants are: [C:1]([C:4]1[C:5](=[O:18])[O:6][C:7]2[C:12]([CH:13]=1)=[CH:11][CH:10]=[C:9]([O:14][CH2:15][CH2:16][OH:17])[CH:8]=2)(=[O:3])[CH3:2].[Br:19]Br. (6) Given the product [CH2:14]([C:12]1([CH2:20][CH2:21][CH2:22][CH2:23][CH2:24][CH3:25])[C:11]2[CH:10]=[CH:9][CH:8]=[CH:7][C:6]=2[C:5]2[C:13]1=[CH:1][CH:2]=[CH:3][CH:4]=2)[CH2:15][CH2:16][CH2:17][CH2:18][CH3:19], predict the reactants needed to synthesize it. The reactants are: [CH:1]1[C:13]2[CH2:12][C:11]3[C:6](=[CH:7][CH:8]=[CH:9][CH:10]=3)[C:5]=2[CH:4]=[CH:3][CH:2]=1.[CH3:14][CH2:15][CH2:16][CH2:17][CH2:18][CH3:19].[CH2:20](Br)[CH2:21][CH2:22][CH2:23][CH2:24][CH3:25].O.